Binary Classification. Given a miRNA mature sequence and a target amino acid sequence, predict their likelihood of interaction. From a dataset of Experimentally validated miRNA-target interactions with 360,000+ pairs, plus equal number of negative samples. (1) The miRNA is hsa-miR-6861-3p with sequence UGGACCUCUCCUCCCCAG. The protein sequence of the target gene is MALPPFFGQGRPGPPPPQPPPPAPFGCPPPPLPSPAFPPPLPQRPGPFPGASAPFLQPPLALQPRASAEASRGGGGAGAFYPVPPPPLPPPPPQCRPFPGTDAGERPRPPPPGPGPPWSPRWPEAPPPPADVLGDAALQRLRDRQWLEAVFGTPRRAGCPVPQRTHAGPSLGEVRARLLRALRLVRRLRGLSQALREAEADGAAWVLLYSQTAPLRAELAERLQPLTQAAYVGEARRRLERVRRRRLRLRERAREREAEREAEAARAVEREQEIDRWRVKCVQEVEEKKREQELKAAADG.... Result: 0 (no interaction). (2) The miRNA is rno-miR-152-3p with sequence UCAGUGCAUGACAGAACUUGG. The protein sequence of the target gene is MVGERHAGDLMVPLGPRLQAYPEELIRQRPGHDGHPEYLIRWSVLKCGEVGKVGVEEGKAEHILMWLSAPEVYANCPGLLGERALSKGLQHEPAGVSGSFPRDPGGLDEVAMGEMEADVQALVRRAARQLAESGTPSLTAAVLHTIHVLSAYASIGPLTGVFRETGALDLLMHMLCNPEPQIRRSAGKMLQALAAHDAGSRAHVLLSLSQQDGIEQHMDFDSRYTLLELFAETTSSEEHCMAFEGIHLPQIPGKLLFSLVKRYLCVTSLLDQLNSSPELGAGDQSSPCATREKSRGQREL.... Result: 0 (no interaction). (3) The miRNA is mmu-miR-17-5p with sequence CAAAGUGCUUACAGUGCAGGUAG. The protein sequence of the target gene is MAYQSLRLEYLQIPPVSRAYTTACVLTTAAVQLELITPFQLYFNPELIFKHFQIWRLITNFLFFGPVGFNFLFNMIFLYRYCRMLEEGSFRGRTADFVFMFLFGGFLMTLFGLFVSLVFLGQAFTIMLVYVWSRRNPYVRMNFFGLLNFQAPFLPWVLMGFSLLLGNSIIVDLLGIAVGHIYFFLEDIFPNQPGGIRILKTPSILRTIFDTPDEDPNYNPLPEERPGGFAWGEGQRLGG. Result: 1 (interaction). (4) The miRNA is dme-miR-11-3p with sequence CAUCACAGUCUGAGUUCUUGC. The protein sequence of the target gene is MSLGRLLRRASSKASDLLTLTPGGSGSGSPSVLDGEIIYSKNNVCVHPPEGLQGLGEHHPGYLCLYMEKDEMLGATLILAWVPNSRIQRQDEEALRYITPESSPVRKAPRPRGRRTRSSGASHQPSPTELRPTLTPKDEDILVVAQSVPDRMLASPAPEDEEKLAQGLGVDGAQPASQPACSPSGILSTVSPQDVTEEGREPRPEAGEEDGSLELSAEGVSRDSSFDSDSDTFSSPFCLSPISAALAESRGSVFLESDSSPPSSSDAGLRFPDSNGLLQTPRWDEPQRVCALEQICGVFR.... Result: 0 (no interaction). (5) The miRNA is hsa-miR-6873-5p with sequence CAGAGGGAAUACAGAGGGCAAU. The protein sequence of the target gene is MPAGGRAGSLKDPDVAELFFKDDPEKLFSDLREIGHGSFGAVYFARDVRNSEVVAIKKMSYSGKQSNEKWQDIIKEVRFLQKLRHPNTIQYRGCYLREHTAWLVMEYCLGSASDLLEVHKKPLQEVEIAAVTHGALQGLAYLHSHNMIHRDVKAGNILLSEPGLVKLGDFGSASIMAPANSFVGTPYWMAPEVILAMDEGQYDGKVDVWSLGITCIELAERKPPLFNMNAMSALYHIAQNESPVLQSGHWSEYFRNFVDSCLQKIPQDRPTSEVLLKHRFVLRERPPTVIMDLIQRTKDA.... Result: 0 (no interaction). (6) Result: 0 (no interaction). The protein sequence of the target gene is MGELPLDINIQEPRWDQSTFLGRARHFFTVTDPRNLLLSGAQLEASRNIVQNYRAGVVTPGITEDQLWRAKYVYDSAFHPDTGEKVVLIGRMSAQVPMNMTITGCMLTFYRKTPTVVFWQWVNQSFNAIVNYSNRSGDTPITVRQLGTAYVSATTGAVATALGLKSLTKHLPPLVGRFVPFAAVAAANCINIPLMRQRELQVGIPVADEAGQRLGYSVTAAKQGIFQVVISRICMAIPAMAIPPLIMDTLEKKDFLKRRPWLGAPLQVGLVGFCLVFATPLCCALFPQKSSIHISNLEPE.... The miRNA is mmu-miR-6996-5p with sequence UGCACAGGACAGAGCACAGUC. (7) The miRNA is hsa-miR-4462 with sequence UGACACGGAGGGUGGCUUGGGAA. The protein sequence of the target gene is MNSTTCNSTLTWPASVNNFFIIYSALLLVLGLLLNSVALWVFCYRMHQWTETRIYMTNLAVADLCLLCSLPFVLYSLKYSSSDTPVCQLSQGIYLANRYMSISLVTAIAVDRYVAVRHPLRARELRSPRQAAAVCVALWVIVVTSLVVRWRLGMQEGGFCFSSQTRRNFSTTAFSLLGFYLPLAIVVFCSLQVVTVLSRRPAADVGQAEATQKATHMVWANLAVFVICFLPLHVVLTVQVSLNLNTCAARDTFSRALSITGKLSDTNCCLDAICYYYMAREFQEASKPATSSNTPHKSQD.... Result: 0 (no interaction). (8) Result: 0 (no interaction). The protein sequence of the target gene is MASASEPPASPRDAADQNFDYMFKLLLIGNSSVGKTSFLFRYADDSFTPAFVSTVGIDFKVKTVYRHDKRIKLQIWDTAGQERYRTITTAYYRGAMGFLLMYDIANQESFTAVQDWATQIKTYSWDNAQVILVGNKCDLEDERVVPAEDGRRLADDLGFEFFEASAKENINVKQVFERLVDIICDKMNESLEPSSSPGSNGKGPALGDTPPPQPSSCSC. The miRNA is hsa-miR-6853-5p with sequence AGCGUGGGAUGUCCAUGAAGUCAG. (9) The protein sequence of the target gene is MFQPAPKRCFTIESLVAKDSPLPASRSEDPIRPAALSYANSSPINPFLNGFHSAAAAAAAGRGVYSNPDLVFAEAVSHPPNPAVPVHPVPPPHALAAHPLPSSHSPHPLFASQQRDPSTFYPWLIHRYRYLGHRFQGNDTSPESFLLHNALARKPKRIRTAFSPSQLLRLEHAFEKNHYVVGAERKQLAHSLSLTETQVKVWFQNRRTKFKRQKLEEEGSDSQQKKKGTHHINRWRIATKQASPEEIDVTSDD. Result: 1 (interaction). The miRNA is mmu-miR-3059-5p with sequence UUUCCUCUCUGCCCCAUAGGGU.